From a dataset of Catalyst prediction with 721,799 reactions and 888 catalyst types from USPTO. Predict which catalyst facilitates the given reaction. (1) Reactant: C(OC([N:8]1[CH2:13][CH2:12][N:11]([C:14](=[O:29])[CH2:15][CH:16]([C:23]2[CH:28]=[CH:27][CH:26]=[CH:25][CH:24]=2)[C:17]2[CH:22]=[CH:21][CH:20]=[CH:19][CH:18]=2)[CH2:10][CH2:9]1)=O)(C)(C)C.C(O)(C(F)(F)F)=O. Product: [C:23]1([CH:16]([C:17]2[CH:22]=[CH:21][CH:20]=[CH:19][CH:18]=2)[CH2:15][C:14]([N:11]2[CH2:10][CH2:9][NH:8][CH2:13][CH2:12]2)=[O:29])[CH:24]=[CH:25][CH:26]=[CH:27][CH:28]=1. The catalyst class is: 2. (2) The catalyst class is: 5. Product: [CH3:23][C@@:12]12[C:21](=[O:22])[CH2:20][CH2:19][C@H:13]1[C@@H:14]1[CH2:15][CH:16]=[C:17]3[CH2:18][C@@H:5]([OH:4])[CH2:6][CH2:7][C@:8]3([CH3:24])[C@H:9]1[CH2:10][CH2:11]2. Reactant: CC([O:4][CH:5]1[CH2:18][C:17]2[C:8]([CH3:24])([CH:9]3[CH:14]([CH2:15][CH:16]=2)[CH:13]2[CH2:19][CH2:20][C:21](=[O:22])[C:12]2([CH3:23])[CH2:11][CH2:10]3)[CH2:7][CH2:6]1)=O.C(=O)([O-])[O-].[K+].[K+].C.